Dataset: Catalyst prediction with 721,799 reactions and 888 catalyst types from USPTO. Task: Predict which catalyst facilitates the given reaction. Reactant: [Cl:1][C:2]1[C:7]([Cl:8])=[C:6]([C:9]([OH:18])([C:14]([F:17])([F:16])[F:15])[C:10]([F:13])([F:12])[F:11])[CH:5]=[CH:4][C:3]=1[C:19]1[S:23][C:22]([C:24]([N:26]2[CH2:34][C:28]3([CH2:31][S:30](=[NH:33])(=[O:32])[CH2:29]3)[CH2:27]2)=[O:25])=[N:21][C:20]=1[C:35]([N:37]1[CH2:41][C:40]([F:43])([F:42])[CH2:39][C@@H:38]1[CH3:44])=[O:36].[C:45]([O-])([O-])=O.[K+].[K+].CI. Product: [Cl:1][C:2]1[C:7]([Cl:8])=[C:6]([C:9]([OH:18])([C:14]([F:15])([F:16])[F:17])[C:10]([F:13])([F:12])[F:11])[CH:5]=[CH:4][C:3]=1[C:19]1[S:23][C:22]([C:24]([N:26]2[CH2:34][C:28]3([CH2:29][S:30](=[N:33][CH3:45])(=[O:32])[CH2:31]3)[CH2:27]2)=[O:25])=[N:21][C:20]=1[C:35]([N:37]1[CH2:41][C:40]([F:42])([F:43])[CH2:39][C@@H:38]1[CH3:44])=[O:36]. The catalyst class is: 18.